Dataset: NCI-60 drug combinations with 297,098 pairs across 59 cell lines. Task: Regression. Given two drug SMILES strings and cell line genomic features, predict the synergy score measuring deviation from expected non-interaction effect. Drug 1: CNC(=O)C1=CC=CC=C1SC2=CC3=C(C=C2)C(=NN3)C=CC4=CC=CC=N4. Drug 2: CC1=C(C=C(C=C1)C(=O)NC2=CC(=CC(=C2)C(F)(F)F)N3C=C(N=C3)C)NC4=NC=CC(=N4)C5=CN=CC=C5. Cell line: SK-MEL-2. Synergy scores: CSS=-0.755, Synergy_ZIP=1.22, Synergy_Bliss=2.21, Synergy_Loewe=-0.694, Synergy_HSA=-0.205.